From a dataset of Forward reaction prediction with 1.9M reactions from USPTO patents (1976-2016). Predict the product of the given reaction. (1) The product is: [CH2:7]([NH:8][CH2:9][CH3:10])[CH3:5].[CH3:32][C:29]1[N:30]=[CH:31][C:26]([C:24]([NH:23][C@@H:13]2[C:12](=[O:33])[N:11]3[CH2:34][C@H:35]([O:37][C:38]4[N:39]=[C:40]5[C:45](=[C:46]6[C:51]=4[CH:50]=[CH:49][CH:48]=[CH:47]6)[CH:44]=[CH:43][CH:42]=[CH:41]5)[CH2:36][C@H:10]3[C:9](=[O:52])[NH:8][C@:7]3([C:5]([OH:6])=[O:4])[CH2:22][C@H:21]3[CH:20]=[CH:19][CH2:18][CH2:17][CH2:16][CH2:15][CH2:14]2)=[O:25])=[N:27][CH:28]=1. Given the reactants Cl.C([O:4][C:5]([C@@:7]12[CH2:22][C@H:21]1[CH:20]=[CH:19][CH2:18][CH2:17][CH2:16][CH2:15][CH2:14][C@H:13]([NH:23][C:24]([C:26]1[CH:31]=[N:30][C:29]([CH3:32])=[CH:28][N:27]=1)=[O:25])[C:12](=[O:33])[N:11]1[CH2:34][C@H:35]([O:37][C:38]3[N:39]=[C:40]4[C:45](=[C:46]5[C:51]=3[CH:50]=[CH:49][CH:48]=[CH:47]5)[CH:44]=[CH:43][CH:42]=[CH:41]4)[CH2:36][C@H:10]1[C:9](=[O:52])[NH:8]2)=[O:6])C.O[Li].O.[Na+].[Cl-].CC1CCCO1, predict the reaction product. (2) Given the reactants [NH2:1][CH2:2][C:3]([NH:12][C:13](=[O:19])[O:14][C:15]([CH3:18])([CH3:17])[CH3:16])([CH2:8][CH2:9][O:10][CH3:11])[CH2:4][CH2:5][O:6][CH3:7].C(=O)([O-])O.[Na+].[C:25](=O)([O:41]N1C(=O)CCC1=O)[O:26][CH2:27][CH:28]1[C:40]2[CH:39]=[CH:38][CH:37]=[CH:36][C:35]=2[C:34]2[C:29]1=[CH:30][CH:31]=[CH:32][CH:33]=2.[Cl-].[Na+], predict the reaction product. The product is: [CH3:11][O:10][CH2:9][CH2:8][C:3]([NH:12][C:13](=[O:19])[O:14][C:15]([CH3:16])([CH3:18])[CH3:17])([CH2:4][CH2:5][O:6][CH3:7])[CH2:2][NH:1][C:25](=[O:41])[O:26][CH2:27][CH:28]1[C:40]2[CH:39]=[CH:38][CH:37]=[CH:36][C:35]=2[C:34]2[C:29]1=[CH:30][CH:31]=[CH:32][CH:33]=2. (3) Given the reactants [I:1][C:2]1[C:10]2[C:5](=[CH:6][CH:7]=[C:8]([CH:11]=[O:12])[CH:9]=2)[NH:4][N:3]=1.C(=O)([O-])[O-].[Cs+].[Cs+].[CH3:19][Si:20]([CH3:27])([CH3:26])[CH2:21][CH2:22][O:23][CH2:24]Cl, predict the reaction product. The product is: [I:1][C:2]1[C:10]2[C:5](=[CH:6][CH:7]=[C:8]([CH:11]=[O:12])[CH:9]=2)[N:4]([CH2:24][O:23][CH2:22][CH2:21][Si:20]([CH3:27])([CH3:26])[CH3:19])[N:3]=1. (4) Given the reactants [H-].[Na+].[CH2:3]([O:10][C:11]1[CH:12]=[C:13]2[C:17](=[CH:18][CH:19]=1)[NH:16][CH:15]=[CH:14]2)[C:4]1[CH:9]=[CH:8][CH:7]=[CH:6][CH:5]=1.Cl[S:21]([C:24]1[CH:25]=[C:26]([CH:31]=[CH:32][CH:33]=1)[C:27]([O:29][CH3:30])=[O:28])(=[O:23])=[O:22], predict the reaction product. The product is: [C:4]1([CH2:3][O:10][C:11]2[CH:12]=[C:13]3[C:17](=[CH:18][CH:19]=2)[N:16]([S:21]([C:24]2[CH:25]=[C:26]([CH:31]=[CH:32][CH:33]=2)[C:27]([O:29][CH3:30])=[O:28])(=[O:23])=[O:22])[CH:15]=[CH:14]3)[CH:5]=[CH:6][CH:7]=[CH:8][CH:9]=1. (5) Given the reactants C(OC([NH:8][CH2:9][CH2:10][CH2:11][N:12]([S:24]([C:27]1[CH:36]=[CH:35][CH:34]=[C:33]2[C:28]=1[CH:29]=[CH:30][N:31]=[CH:32]2)(=[O:26])=[O:25])[CH2:13][CH2:14][S:15]([C:18]1[CH:23]=[CH:22][CH:21]=[CH:20][CH:19]=1)(=[O:17])=[O:16])=O)(C)(C)C.[ClH:37].CO, predict the reaction product. The product is: [ClH:37].[CH:32]1[C:33]2[C:28](=[C:27]([S:24]([N:12]([CH2:13][CH2:14][S:15]([C:18]3[CH:23]=[CH:22][CH:21]=[CH:20][CH:19]=3)(=[O:17])=[O:16])[CH2:11][CH2:10][CH2:9][NH2:8])(=[O:26])=[O:25])[CH:36]=[CH:35][CH:34]=2)[CH:29]=[CH:30][N:31]=1. (6) Given the reactants Br[C:2]1[CH:7]=[CH:6][C:5]([CH3:8])=[C:4]([Cl:9])[CH:3]=1.[Li]CCCC.[CH3:15][C:16]([CH3:18])=[O:17], predict the reaction product. The product is: [Cl:9][C:4]1[CH:3]=[C:2]([C:16]([OH:17])([CH3:18])[CH3:15])[CH:7]=[CH:6][C:5]=1[CH3:8]. (7) Given the reactants [C:1]([O:5][C:6](=[O:15])[NH:7][C:8]1[CH:13]=[CH:12][C:11]([F:14])=[CH:10][CH:9]=1)([CH3:4])([CH3:3])[CH3:2].[H-].[Na+].[Cl:18][C:19]1[S:20][C:21]([CH2:24]Cl)=[CH:22][N:23]=1.C(=O)(O)[O-].[Na+], predict the reaction product. The product is: [C:1]([O:5][C:6](=[O:15])[N:7]([CH2:24][C:21]1[S:20][C:19]([Cl:18])=[N:23][CH:22]=1)[C:8]1[CH:9]=[CH:10][C:11]([F:14])=[CH:12][CH:13]=1)([CH3:4])([CH3:2])[CH3:3]. (8) Given the reactants [N+]([C:4]1[CH:5]=[C:6]2[C:10](=[CH:11][CH:12]=1)[C:9](=[O:13])[N:8]([C:14]1[CH:19]=[CH:18][CH:17]=[CH:16][CH:15]=1)[C:7]2=[O:20])([O-])=O.[F:21][C:22]1[CH:27]=[CH:26][C:25]([O-:28])=[CH:24][CH:23]=1.[Na+].Cl, predict the reaction product. The product is: [F:21][C:22]1[CH:27]=[CH:26][C:25]([O:28][C:11]2[CH:12]=[CH:4][CH:5]=[C:6]3[C:10]=2[C:9](=[O:13])[N:8]([C:14]2[CH:19]=[CH:18][CH:17]=[CH:16][CH:15]=2)[C:7]3=[O:20])=[CH:24][CH:23]=1. (9) Given the reactants [CH2:1]([O:8][C:9]1[C:14]2[NH:15][C:16](=[O:21])[C:17]([CH3:20])([CH3:19])[O:18][C:13]=2[C:12]([C:22](=[O:28])[CH:23](OCC)O)=[CH:11][CH:10]=1)[C:2]1[CH:7]=[CH:6][CH:5]=[CH:4][CH:3]=1.[CH3:29][O:30][C:31]1[CH:36]=[CH:35][C:34]([CH2:37][C:38]([NH2:41])([CH3:40])[CH3:39])=[CH:33][CH:32]=1, predict the reaction product. The product is: [CH2:1]([O:8][C:9]1[C:14]2[NH:15][C:16](=[O:21])[C:17]([CH3:20])([CH3:19])[O:18][C:13]=2[C:12]([CH:22]([OH:28])[CH:23]=[N:41][C:38]([CH3:39])([CH3:40])[CH2:37][C:34]2[CH:35]=[CH:36][C:31]([O:30][CH3:29])=[CH:32][CH:33]=2)=[CH:11][CH:10]=1)[C:2]1[CH:3]=[CH:4][CH:5]=[CH:6][CH:7]=1. (10) Given the reactants [Cl:1][C:2]1[CH:7]=[C:6]([C:8]2[CH:13]=[CH:12][C:11]([Cl:14])=[CH:10][CH:9]=2)[CH:5]=[CH:4][C:3]=1[CH2:15][C:16]([O:18][CH2:19][CH3:20])=[O:17].[Li+].C[Si]([N-][Si](C)(C)C)(C)C.[Cl:31][C:32]1([C:35](OC2C(F)=C(F)C(F)=C(F)C=2F)=[O:36])[CH2:34][CH2:33]1, predict the reaction product. The product is: [Cl:1][C:2]1[CH:7]=[C:6]([C:8]2[CH:9]=[CH:10][C:11]([Cl:14])=[CH:12][CH:13]=2)[CH:5]=[CH:4][C:3]=1[CH:15]([C:35]([C:32]1([Cl:31])[CH2:34][CH2:33]1)=[O:36])[C:16]([O:18][CH2:19][CH3:20])=[O:17].